This data is from Full USPTO retrosynthesis dataset with 1.9M reactions from patents (1976-2016). The task is: Predict the reactants needed to synthesize the given product. (1) Given the product [Br:4][C:5]1[CH:6]=[CH:7][C:8]([CH:14]2[CH2:16][CH2:15]2)=[C:9]([CH:10]=1)[NH2:11], predict the reactants needed to synthesize it. The reactants are: [Sn](Cl)Cl.[Br:4][C:5]1[CH:6]=[CH:7][C:8]([CH:14]2[CH2:16][CH2:15]2)=[C:9]([N+:11]([O-])=O)[CH:10]=1. (2) Given the product [Cl:24][C:25]1[CH:26]=[CH:27][C:28]([N:31]2[CH2:36][CH2:35][N:34]([CH2:2][C:3]([NH:5][C:6]3[CH:11]=[CH:10][CH:9]=[C:8]([C:12]4[CH:21]=[N:20][C:19]5[C:14](=[CH:15][CH:16]=[CH:17][CH:18]=5)[N:13]=4)[CH:7]=3)=[O:4])[CH2:33][CH2:32]2)=[CH:29][CH:30]=1, predict the reactants needed to synthesize it. The reactants are: Cl[CH2:2][C:3]([NH:5][C:6]1[CH:11]=[CH:10][CH:9]=[C:8]([C:12]2[CH:21]=[N:20][C:19]3[C:14](=[CH:15][CH:16]=[CH:17][CH:18]=3)[N:13]=2)[CH:7]=1)=[O:4].Cl.Cl.[Cl:24][C:25]1[CH:30]=[CH:29][C:28]([N:31]2[CH2:36][CH2:35][NH:34][CH2:33][CH2:32]2)=[CH:27][CH:26]=1.C([O-])([O-])=O.[K+].[K+]. (3) Given the product [C:10]12([C:16]3[CH:17]=[CH:18][CH:19]=[CH:20][C:15]=3[CH2:14][O:13]1)[CH2:11][CH2:12][CH:7]([CH2:6][N:21]=[N+:22]=[N-:23])[CH2:8][CH2:9]2, predict the reactants needed to synthesize it. The reactants are: CS(O[CH2:6][CH:7]1[CH2:12][CH2:11][C:10]2([C:16]3[CH:17]=[CH:18][CH:19]=[CH:20][C:15]=3[CH2:14][O:13]2)[CH2:9][CH2:8]1)(=O)=O.[N-:21]=[N+:22]=[N-:23].[Na+]. (4) Given the product [CH2:26]([O:33][C:34]1[C:39]([CH2:40][N:19]2[CH2:18][CH2:17][C:16]3[C:21](=[C:22]([Cl:23])[C:13]([Br:12])=[CH:14][C:15]=3[Cl:25])[C:20]2=[O:24])=[C:38]([O:42][CH:43]([F:44])[F:45])[CH:37]=[C:36]([CH3:46])[N:35]=1)[C:27]1[CH:28]=[CH:29][CH:30]=[CH:31][CH:32]=1, predict the reactants needed to synthesize it. The reactants are: CC(C)([O-])C.[K+].O1CCCC1.[Br:12][C:13]1[C:22]([Cl:23])=[C:21]2[C:16]([CH2:17][CH2:18][NH:19][C:20]2=[O:24])=[C:15]([Cl:25])[CH:14]=1.[CH2:26]([O:33][C:34]1[C:39]([CH2:40]Cl)=[C:38]([O:42][CH:43]([F:45])[F:44])[CH:37]=[C:36]([CH3:46])[N:35]=1)[C:27]1[CH:32]=[CH:31][CH:30]=[CH:29][CH:28]=1.